Dataset: Catalyst prediction with 721,799 reactions and 888 catalyst types from USPTO. Task: Predict which catalyst facilitates the given reaction. (1) Reactant: [F:1][C:2]1[CH:10]=[C:9]2[C:5]([C:6]([C:12]3[N:13]=[C:14]4[C:20]([C:21](O)=[O:22])=[CH:19][N:18]([CH2:24][O:25][CH2:26][CH2:27][Si:28]([CH3:31])([CH3:30])[CH3:29])[C:15]4=[N:16][CH:17]=3)=[N:7][N:8]2[CH3:11])=[CH:4][CH:3]=1.Cl.Cl.[O:34]1[CH:38]=[CH:37][N:36]=[C:35]1[CH:39]([NH2:41])[CH3:40].C(N(CC)C(C)C)(C)C.CN(C(ON1N=NC2C=CC=NC1=2)=[N+](C)C)C.F[P-](F)(F)(F)(F)F. Product: [O:34]1[CH:38]=[CH:37][N:36]=[C:35]1[CH:39]([NH:41][C:21]([C:20]1[C:14]2[C:15](=[N:16][CH:17]=[C:12]([C:6]3[C:5]4[C:9](=[CH:10][C:2]([F:1])=[CH:3][CH:4]=4)[N:8]([CH3:11])[N:7]=3)[N:13]=2)[N:18]([CH2:24][O:25][CH2:26][CH2:27][Si:28]([CH3:30])([CH3:29])[CH3:31])[CH:19]=1)=[O:22])[CH3:40]. The catalyst class is: 136. (2) Reactant: [OH-].[K+].C([O:5][C:6]([C:8]1[C:9]2[N:10]([N:16]=[C:17]([C:20]([F:23])([F:22])[F:21])[C:18]=2[Cl:19])[C:11]([O:14][CH3:15])=[CH:12][CH:13]=1)=[O:7])C. Product: [Cl:19][C:18]1[C:17]([C:20]([F:22])([F:21])[F:23])=[N:16][N:10]2[C:11]([O:14][CH3:15])=[CH:12][CH:13]=[C:8]([C:6]([OH:7])=[O:5])[C:9]=12. The catalyst class is: 5. (3) The catalyst class is: 2. Product: [ClH:29].[F:27][C:2]([F:1])([F:28])[C:3]1[CH:4]=[CH:5][C:6]([C:9]2[C:10]3[CH2:17][CH2:16][CH:15]([O:18][CH2:19][C:20]([OH:22])=[O:21])[C:11]=3[CH:12]=[N:13][CH:14]=2)=[CH:7][CH:8]=1. Reactant: [F:1][C:2]([F:28])([F:27])[C:3]1[CH:8]=[CH:7][C:6]([C:9]2[C:10]3[CH2:17][CH2:16][CH:15]([O:18][CH2:19][C:20]([O:22]C(C)(C)C)=[O:21])[C:11]=3[CH:12]=[N:13][CH:14]=2)=[CH:5][CH:4]=1.[ClH:29].O1CCOCC1. (4) The catalyst class is: 26. Reactant: [O:1]=[C:2]1[C:7]([CH:8]([NH:10][C:11](=O)[CH3:12])[CH3:9])=[N:6][N:5]=[C:4]([C:14]2[CH:19]=[CH:18][CH:17]=[CH:16][N:15]=2)[NH:3]1.P(Cl)(Cl)(Cl)=O.C(=O)([O-])O.[Na+]. Product: [CH3:9][C:8]1[N:10]=[C:11]([CH3:12])[N:6]2[C:7]=1[C:2](=[O:1])[NH:3][C:4]([C:14]1[CH:19]=[CH:18][CH:17]=[CH:16][N:15]=1)=[N:5]2. (5) Reactant: [OH:1][C:2]1[CH:3]=[C:4]2[C:8](=[CH:9][CH:10]=1)[C:7](=[CH2:11])[C:6]1([CH2:19][C:18]3[C:13](=[CH:14][CH:15]=[C:16]([OH:20])[CH:17]=3)[CH2:12]1)[CH:5]2[CH3:21]. Product: [OH:1][C:2]1[CH:3]=[C:4]2[C:8](=[CH:9][CH:10]=1)[CH:7]([CH3:11])[C:6]1([CH2:19][C:18]3[C:13](=[CH:14][CH:15]=[C:16]([OH:20])[CH:17]=3)[CH2:12]1)[CH:5]2[CH3:21]. The catalyst class is: 29.